From a dataset of Forward reaction prediction with 1.9M reactions from USPTO patents (1976-2016). Predict the product of the given reaction. (1) Given the reactants [NH2:1][C:2]1[N:7]=[CH:6][C:5]([C:8]2[CH:9]=[C:10]([NH2:19])[C:11]([NH:14][C:15]([CH3:18])([CH3:17])[CH3:16])=[CH:12][CH:13]=2)=[CH:4][N:3]=1.[CH3:20][C:21]1[S:22][CH:23]=[C:24]([C:26]2[CH:33]=[CH:32][CH:31]=[CH:30][C:27]=2[CH:28]=O)[N:25]=1.OOS([O-])=O.[K+].S([O-])([O-])(=O)=S.[Na+].[Na+], predict the reaction product. The product is: [C:15]([N:14]1[C:11]2[CH:12]=[CH:13][C:8]([C:5]3[CH:4]=[N:3][C:2]([NH2:1])=[N:7][CH:6]=3)=[CH:9][C:10]=2[N:19]=[C:28]1[C:27]1[CH:30]=[CH:31][CH:32]=[CH:33][C:26]=1[C:24]1[N:25]=[C:21]([CH3:20])[S:22][CH:23]=1)([CH3:16])([CH3:18])[CH3:17]. (2) Given the reactants [Cl:1][C:2]1[CH:7]=[CH:6][CH:5]=[CH:4][C:3]=1[C:8]1[O:9][C:10]([CH:24]([CH3:26])[CH3:25])=[C:11]([CH2:13][CH2:14][CH:15]([C:17]2[CH:22]=[CH:21][C:20]([OH:23])=[CH:19][CH:18]=2)O)[N:12]=1.O.C1(C)C=CC(S(O)(=O)=O)=CC=1.O, predict the reaction product. The product is: [Cl:1][C:2]1[CH:7]=[CH:6][CH:5]=[CH:4][C:3]=1[C:8]1[O:9][C:10]([CH:24]([CH3:26])[CH3:25])=[C:11]([CH2:13][CH:14]=[CH:15][C:17]2[CH:18]=[CH:19][C:20]([OH:23])=[CH:21][CH:22]=2)[N:12]=1.